Predict which catalyst facilitates the given reaction. From a dataset of Catalyst prediction with 721,799 reactions and 888 catalyst types from USPTO. (1) Reactant: [C:1]1([CH3:16])[CH:6]=[CH:5][CH:4]=[CH:3][C:2]=1[CH2:7][CH2:8][C:9]1[CH:14]=[CH:13][N:12]=[C:11]([NH2:15])[CH:10]=1.[C:17]([N:25]=[C:26]=[O:27])(=[O:24])[C:18]1[CH:23]=[CH:22][CH:21]=[CH:20][CH:19]=1. Product: [C:17]([NH:25][C:26]([NH:15][C:11]1[CH:10]=[C:9]([CH2:8][CH2:7][C:2]2[CH:3]=[CH:4][CH:5]=[CH:6][C:1]=2[CH3:16])[CH:14]=[CH:13][N:12]=1)=[O:27])(=[O:24])[C:18]1[CH:23]=[CH:22][CH:21]=[CH:20][CH:19]=1. The catalyst class is: 2. (2) Reactant: [CH:1]([C:3]1[C:12]2[C:7](=[CH:8][CH:9]=[CH:10][CH:11]=2)[CH:6]=[C:5]([C:13]([O:15][CH3:16])=[O:14])[CH:4]=1)=[O:2].[CH2:17](O)[CH2:18][CH2:19][OH:20].O.C1(C)C=CC(S(O)(=O)=O)=CC=1.O.C(=O)(O)[O-].[Na+]. Product: [O:2]1[CH2:17][CH2:18][CH2:19][O:20][CH:1]1[C:3]1[C:12]2[C:7](=[CH:8][CH:9]=[CH:10][CH:11]=2)[CH:6]=[C:5]([C:13]([O:15][CH3:16])=[O:14])[CH:4]=1. The catalyst class is: 93. (3) Reactant: [CH3:1][CH:2]([N:4]1[C:12](/[CH:13]=[CH:14]/[C@H:15]([OH:24])[CH2:16][C@H:17]([OH:23])[CH2:18][C:19]([O:21]C)=[O:20])=[C:11]([C:25]2[CH:30]=[CH:29][C:28]([F:31])=[CH:27][CH:26]=2)[C:10]2[C:5]1=[CH:6][CH:7]=[CH:8][CH:9]=2)[CH3:3].C(#N)C.[OH-].[Na+:36]. Product: [CH3:3][CH:2]([N:4]1[C:12](/[CH:13]=[CH:14]/[CH:15]([OH:24])[CH2:16][CH:17]([OH:23])[CH2:18][C:19]([O-:21])=[O:20])=[C:11]([C:25]2[CH:26]=[CH:27][C:28]([F:31])=[CH:29][CH:30]=2)[C:10]2[CH:9]=[CH:8][CH:7]=[CH:6][C:5]1=2)[CH3:1].[Na+:36]. The catalyst class is: 5. (4) Reactant: [F:1][C:2]1[C:3]([O:29]C)=[C:4]2[C:9](=[CH:10][CH:11]=1)[CH:8]([NH:12][C:13]1[CH:21]=[CH:20][CH:19]=[C:18]3[C:14]=1[CH:15]=[N:16][NH:17]3)[C:7]([C:23]([F:26])([F:25])[F:24])([OH:22])[CH2:6][C:5]2([CH3:28])[CH3:27].B(Br)(Br)Br.C(=O)(O)[O-].[Na+]. Product: [F:1][C:2]1[CH:11]=[CH:10][C:9]2[CH:8]([NH:12][C:13]3[CH:21]=[CH:20][CH:19]=[C:18]4[C:14]=3[CH:15]=[N:16][NH:17]4)[C:7]([C:23]([F:25])([F:26])[F:24])([OH:22])[CH2:6][C:5]([CH3:27])([CH3:28])[C:4]=2[C:3]=1[OH:29]. The catalyst class is: 4. (5) Reactant: [Cl:1][C:2]1[CH:7]=[C:6]([O:8][CH3:9])[CH:5]=[C:4]([Cl:10])[C:3]=1[CH2:11]O.P(Br)(Br)[Br:14].C([O-])(O)=O.[Na+]. Product: [Br:14][CH2:11][C:3]1[C:2]([Cl:1])=[CH:7][C:6]([O:8][CH3:9])=[CH:5][C:4]=1[Cl:10]. The catalyst class is: 1. (6) Reactant: [N:1]([C@@H:4]1[CH2:9][CH2:8][N:7]([C:10]([O:12][C:13]([CH3:16])([CH3:15])[CH3:14])=[O:11])[CH2:6][C@H:5]1[OH:17])=[N+:2]=[N-:3].N1C=CN=C1.[CH3:23][C:24]([Si:27](Cl)([CH3:29])[CH3:28])([CH3:26])[CH3:25]. Product: [N:1]([C@@H:4]1[CH2:9][CH2:8][N:7]([C:10]([O:12][C:13]([CH3:14])([CH3:16])[CH3:15])=[O:11])[CH2:6][C@H:5]1[O:17][Si:27]([C:24]([CH3:26])([CH3:25])[CH3:23])([CH3:29])[CH3:28])=[N+:2]=[N-:3]. The catalyst class is: 31.